This data is from Forward reaction prediction with 1.9M reactions from USPTO patents (1976-2016). The task is: Predict the product of the given reaction. (1) Given the reactants [OH:1][C:2]1[N:7]=[C:6]([CH3:8])[N:5]=[C:4]([C:9]([Cl:12])([Cl:11])[Cl:10])[N:3]=1.C(N(CC)CC)C.[CH3:20][S:21](Cl)(=[O:23])=[O:22], predict the reaction product. The product is: [CH3:20][S:21]([O:1][C:2]1[N:7]=[C:6]([CH3:8])[N:5]=[C:4]([C:9]([Cl:12])([Cl:11])[Cl:10])[N:3]=1)(=[O:23])=[O:22]. (2) Given the reactants [CH3:1][O:2][C:3]1[C:12]([CH3:13])=[C:11]2[C:6]([C:7]([O:24][CH2:25][CH2:26][C@@H:27]3[NH:41][C:40](=[O:42])[N:39]([CH3:43])[CH2:38][CH2:37][CH2:36][CH2:35][CH:34]=[CH:33][C@H:32]4[C@@:30]([C:44]([O:46]CC)=[O:45])([CH2:31]4)[NH:29][C:28]3=[O:49])=[CH:8][C:9]([C:14]3[N:18]([CH3:19])[N:17]=[C:16]([C:20]([F:23])([F:22])[F:21])[CH:15]=3)=[N:10]2)=[CH:5][CH:4]=1.C(C1N=C(C2C=C(OCC[C@@H]3NC(=O)N(C)CCCCC=C[C@H]4[C@@](C(O)=O)(C4)NC3=O)C3C(=C(C)C(OC)=CC=3)N=2)SC=1)(C)C, predict the reaction product. The product is: [CH3:19][N:18]1[C:14]([C:9]2[CH:8]=[C:7]([O:24][CH2:25][CH2:26][C@@H:27]3[NH:41][C:40](=[O:42])[N:39]([CH3:43])[CH2:38][CH2:37][CH2:36][CH2:35][CH:34]=[CH:33][C@H:32]4[C@@:30]([C:44]([OH:46])=[O:45])([CH2:31]4)[NH:29][C:28]3=[O:49])[C:6]3[C:11](=[C:12]([CH3:13])[C:3]([O:2][CH3:1])=[CH:4][CH:5]=3)[N:10]=2)=[CH:15][C:16]([C:20]([F:23])([F:22])[F:21])=[N:17]1.